From a dataset of Full USPTO retrosynthesis dataset with 1.9M reactions from patents (1976-2016). Predict the reactants needed to synthesize the given product. (1) The reactants are: [CH3:13][C:12]([O:11][C:9](O[C:9]([O:11][C:12]([CH3:15])([CH3:14])[CH3:13])=[O:10])=[O:10])([CH3:15])[CH3:14].[Br:16][C:17]1[CH:18]=[C:19]([N:24]2[CH2:29][CH2:28][NH:27][CH2:26][CH2:25]2)[CH:20]=[C:21]([F:23])[CH:22]=1. Given the product [Br:16][C:17]1[CH:18]=[C:19]([N:24]2[CH2:29][CH2:28][N:27]([C:9]([O:11][C:12]([CH3:13])([CH3:14])[CH3:15])=[O:10])[CH2:26][CH2:25]2)[CH:20]=[C:21]([F:23])[CH:22]=1, predict the reactants needed to synthesize it. (2) Given the product [C:25]([C:22]1[CH:23]=[CH:24][C:19]([N:8]2[C:9]([C:5]3[CH:4]=[CH:36][C:35]([NH:32][S:38]([CH3:37])(=[O:40])=[O:39])=[CH:7][CH:6]=3)=[CH:10][CH:11]=[C:7]2[CH2:6][CH2:5][C:4]([O:3][CH2:1][CH3:2])=[O:29])=[C:20]([CH3:28])[CH:21]=1)(=[O:27])[NH2:26], predict the reactants needed to synthesize it. The reactants are: [CH2:1]([O:3][C:4](=[O:29])[CH2:5][CH2:6][C:7]1[N:8]([C:19]2[CH:24]=[CH:23][C:22]([C:25](=[O:27])[NH2:26])=[CH:21][C:20]=2[CH3:28])[C:9](C2C=CC=CC=2N)=[CH:10][CH:11]=1)[CH3:2].C([N:32]([CH2:35][CH3:36])CC)C.[CH3:37][S:38](Cl)(=[O:40])=[O:39].